From a dataset of Retrosynthesis with 50K atom-mapped reactions and 10 reaction types from USPTO. Predict the reactants needed to synthesize the given product. (1) Given the product CC(C)C[C@H]1CN(C(=O)c2cc3ccccc3o2)[C@@H](CC(C)C)C(=O)N1, predict the reactants needed to synthesize it. The reactants are: CC(C)C[C@H]1CN[C@@H](CC(C)C)C(=O)N1.O=C(O)c1cc2ccccc2o1. (2) Given the product Fc1ccc(F)c(C2CCCN2)c1, predict the reactants needed to synthesize it. The reactants are: Fc1ccc(F)c(C2=NCCC2)c1.